From a dataset of Full USPTO retrosynthesis dataset with 1.9M reactions from patents (1976-2016). Predict the reactants needed to synthesize the given product. (1) Given the product [CH2:9]([O:16][C:17]1[CH:18]=[C:19]([F:24])[C:20]([CH2:23][C:33]([O:34][CH3:35])=[O:36])=[N:21][CH:22]=1)[C:10]1[CH:11]=[CH:12][CH:13]=[CH:14][CH:15]=1, predict the reactants needed to synthesize it. The reactants are: [Li+].CC([N-]C(C)C)C.[CH2:9]([O:16][C:17]1[CH:18]=[C:19]([F:24])[C:20]([CH3:23])=[N:21][CH:22]=1)[C:10]1[CH:15]=[CH:14][CH:13]=[CH:12][CH:11]=1.CN(CCN(C)C)C.[C:33](=O)([O:36]C)[O:34][CH3:35]. (2) Given the product [OH:8][C:9]1[CH:14]=[C:13]([O:15][CH3:16])[CH:12]=[CH:11][C:10]=1[CH:17]1[CH2:21][N:20]([C:22]2[CH:23]=[C:24]([CH:28]=[CH:29][CH:30]=2)[C:25]([NH2:27])=[O:26])[C:19](=[O:31])[CH2:18]1, predict the reactants needed to synthesize it. The reactants are: C([O:8][C:9]1[CH:14]=[C:13]([O:15][CH3:16])[CH:12]=[CH:11][C:10]=1[CH:17]1[CH2:21][N:20]([C:22]2[CH:23]=[C:24]([CH:28]=[CH:29][CH:30]=2)[C:25]([NH2:27])=[O:26])[C:19](=[O:31])[CH2:18]1)C1C=CC=CC=1. (3) Given the product [CH3:1][N:2]1[C:6]([CH:7]=[C:17]([C:14]2[CH:15]=[CH:16][C:11]([F:10])=[CH:12][CH:13]=2)[C:18]([OH:20])=[O:19])=[CH:5][C:4]([CH3:9])=[N:3]1, predict the reactants needed to synthesize it. The reactants are: [CH3:1][N:2]1[C:6]([CH:7]=O)=[CH:5][C:4]([CH3:9])=[N:3]1.[F:10][C:11]1[CH:16]=[CH:15][C:14]([CH2:17][C:18]([OH:20])=[O:19])=[CH:13][CH:12]=1.C(OC(=O)C)(=O)C.C(N(CC)CC)C. (4) Given the product [Cl:1][C:2]1[CH:11]=[C:10]([CH:12]([NH2:35])[CH3:13])[C:9]([N:15]2[CH2:16][CH2:17][N:18]([C:21]([C:23]3[CH:27]=[C:26]([CH3:28])[O:25][N:24]=3)=[O:22])[CH2:19][CH2:20]2)=[C:8]2[C:3]=1[CH:4]=[CH:5][CH:6]=[N:7]2, predict the reactants needed to synthesize it. The reactants are: [Cl:1][C:2]1[CH:11]=[C:10]([C:12](=O)[CH3:13])[C:9]([N:15]2[CH2:20][CH2:19][N:18]([C:21]([C:23]3[CH:27]=[C:26]([CH3:28])[O:25][N:24]=3)=[O:22])[CH2:17][CH2:16]2)=[C:8]2[C:3]=1[CH:4]=[CH:5][CH:6]=[N:7]2.C([O-])(=O)C.[NH4+].C([BH3-])#[N:35].[Na+].O1CCCC1. (5) Given the product [F:35][C:36]([F:41])([F:40])[C:37]([OH:39])=[O:38].[CH2:26]([N:16]([C:17]1[CH:18]=[C:19]2[C:23](=[CH:24][CH:25]=1)[N:22]([CH3:36])[CH:21]=[CH:20]2)[CH:13]1[CH2:14][CH2:15][NH:10][CH2:11][CH2:12]1)[C:27]1[CH:28]=[CH:29][CH:30]=[CH:31][CH:32]=1, predict the reactants needed to synthesize it. The reactants are: [H-].[Na+].C(OC([N:10]1[CH2:15][CH2:14][CH:13]([N:16]([CH2:26][C:27]2[CH:32]=[CH:31][CH:30]=[CH:29][CH:28]=2)[C:17]2[CH:18]=[C:19]3[C:23](=[CH:24][CH:25]=2)[NH:22][CH:21]=[CH:20]3)[CH2:12][CH2:11]1)=O)(C)(C)C.CI.[F:35][C:36]([F:41])([F:40])[C:37]([OH:39])=[O:38]. (6) Given the product [CH3:1][O:2][C:3]([C:5]1[N:6]=[CH:7][C:8]([N:11]2[CH2:16][CH2:15][N:14]([C:17]3[N:18]=[N:19][C:20]([CH:25]([OH:32])[C:26]4[CH:27]=[CH:28][CH:29]=[CH:30][CH:31]=4)=[C:21]([CH3:24])[C:22]=3[CH3:23])[CH2:13][C@H:12]2[CH3:33])=[N:9][CH:10]=1)=[O:4], predict the reactants needed to synthesize it. The reactants are: [CH3:1][O:2][C:3]([C:5]1[N:6]=[CH:7][C:8]([N:11]2[CH2:16][CH2:15][N:14]([C:17]3[N:18]=[N:19][C:20]([C:25](=[O:32])[C:26]4[CH:31]=[CH:30][CH:29]=[CH:28][CH:27]=4)=[C:21]([CH3:24])[C:22]=3[CH3:23])[CH2:13][C@H:12]2[CH3:33])=[N:9][CH:10]=1)=[O:4].[BH4-].[Na+].